This data is from Forward reaction prediction with 1.9M reactions from USPTO patents (1976-2016). The task is: Predict the product of the given reaction. (1) Given the reactants [Cl:1][C:2]1[CH:3]=[CH:4][C:5]([N:16]2[CH:20]=[C:19]([CH2:21][F:22])[N:18]=[N:17]2)=[C:6]([C:8]2[CH:13]=[C:12]([O:14]C)[N:11]=[CH:10][N:9]=2)[CH:7]=1.[Si](I)(C)(C)C.[O-]S([O-])(=S)=O.[Na+].[Na+].C([O-])(O)=O.[Na+], predict the reaction product. The product is: [Cl:1][C:2]1[CH:3]=[CH:4][C:5]([N:16]2[CH:20]=[C:19]([CH2:21][F:22])[N:18]=[N:17]2)=[C:6]([C:8]2[N:9]=[CH:10][N:11]=[C:12]([OH:14])[CH:13]=2)[CH:7]=1. (2) Given the reactants [CH3:1][C:2]1[CH2:3][CH2:4][C:5](=[O:22])[NH:6][C@H:7]([C:16]2[CH:21]=[CH:20][CH:19]=[CH:18][CH:17]=2)[CH2:8][O:9][C:10](=[O:15])[C@H:11]([CH3:14])[CH2:12][CH:13]=1, predict the reaction product. The product is: [CH3:1][CH:2]1[CH2:13][CH2:12][C@@H:11]([CH3:14])[C:10](=[O:15])[O:9][CH2:8][C@@H:7]([C:16]2[CH:21]=[CH:20][CH:19]=[CH:18][CH:17]=2)[NH:6][C:5](=[O:22])[CH2:4][CH2:3]1.